This data is from Forward reaction prediction with 1.9M reactions from USPTO patents (1976-2016). The task is: Predict the product of the given reaction. (1) Given the reactants [CH2:1]([C@H:8]1[CH2:13][N:12]([C:14]2[CH:19]=[CH:18][C:17]([O:20][CH3:21])=[C:16]([O:22][CH:23]3[CH2:27][CH2:26][CH2:25][CH2:24]3)[CH:15]=2)[CH2:11][CH2:10][N:9]1[CH2:28][C:29]1[N:30]=[CH:31][N:32](C(C2C=CC=CC=2)(C2C=CC=CC=2)C2C=CC=CC=2)[CH:33]=1)[C:2]1[CH:7]=[CH:6][CH:5]=[CH:4][CH:3]=1.C([SiH](CC)CC)C.FC(F)(F)C(O)=O, predict the reaction product. The product is: [CH2:1]([C@H:8]1[CH2:13][N:12]([C:14]2[CH:19]=[CH:18][C:17]([O:20][CH3:21])=[C:16]([O:22][CH:23]3[CH2:24][CH2:25][CH2:26][CH2:27]3)[CH:15]=2)[CH2:11][CH2:10][N:9]1[CH2:28][C:29]1[NH:30][CH:31]=[N:32][CH:33]=1)[C:2]1[CH:3]=[CH:4][CH:5]=[CH:6][CH:7]=1. (2) Given the reactants Br[C:2]1[CH:11]=[C:10]([N+:12]([O-:14])=[O:13])[CH:9]=[CH:8][C:3]=1[C:4]([O:6][CH3:7])=[O:5].[F:15][C:16]1[CH:21]=[CH:20][CH:19]=[CH:18][C:17]=1B(O)O.C(=O)([O-])[O-].[K+].[K+].COCCOC, predict the reaction product. The product is: [F:15][C:16]1[CH:21]=[CH:20][CH:19]=[CH:18][C:17]=1[C:2]1[C:3]([C:4]([O:6][CH3:7])=[O:5])=[CH:8][CH:9]=[C:10]([N+:12]([O-:14])=[O:13])[CH:11]=1. (3) The product is: [CH3:17][C:16]([C:14]1[CH:13]=[CH:12][N:11]2[C:7]([C:42]3[CH:47]=[CH:46][N:45]=[C:44]([C:48]([F:51])([F:50])[F:49])[N:43]=3)=[CH:8][N:9]=[C:10]2[N:15]=1)([O:18][Si:19]([CH2:24][CH3:25])([CH2:22][CH3:23])[CH2:20][CH3:21])[CH3:26]. Given the reactants C([Mg]Cl)(C)C.Br[C:7]1[N:11]2[CH:12]=[CH:13][C:14]([C:16]([CH3:26])([O:18][Si:19]([CH2:24][CH3:25])([CH2:22][CH3:23])[CH2:20][CH3:21])[CH3:17])=[N:15][C:10]2=[N:9][CH:8]=1.C([Sn](Cl)(CCCC)CCCC)CCC.Cl[C:42]1[CH:47]=[CH:46][N:45]=[C:44]([C:48]([F:51])([F:50])[F:49])[N:43]=1, predict the reaction product. (4) The product is: [CH2:1]([N:8]1[CH2:9][C:10](=[O:12])[N:32]([CH2:29][C:30]#[CH:31])[C:14](=[O:16])[CH2:13]1)[C:2]1[CH:3]=[CH:4][CH:5]=[CH:6][CH:7]=1. Given the reactants [CH2:1]([N:8]([CH2:13][C:14]([OH:16])=O)[CH2:9][C:10]([OH:12])=O)[C:2]1[CH:7]=[CH:6][CH:5]=[CH:4][CH:3]=1.C(N1C=CN=C1)(N1C=CN=C1)=O.[CH2:29]([NH2:32])[C:30]#[CH:31], predict the reaction product. (5) The product is: [N:31]1([CH2:38][CH2:39][CH2:40][C:41]2[CH:49]=[CH:48][C:44]([CH2:45][CH2:55][CH2:56][NH:50][C:51]3[CH:52]=[C:22]([O:25][CH3:26])[CH:21]=[CH:20][C:19]=3[CH:14]3[CH2:13][CH2:12][C:11]4[CH:10]=[C:9]([OH:8])[CH:18]=[CH:17][C:16]=4[CH2:15]3)=[CH:43][CH:42]=2)[CH2:37][CH2:36][CH2:35][CH2:34][CH2:33][CH2:32]1. Given the reactants [Si]([O:8][C:9]1[CH:10]=[C:11]2[C:16](=[CH:17][CH:18]=1)[CH2:15][CH:14]([C:19]1C=C[C:22]([O:25][CH3:26])=[CH:21][C:20]=1CCN)[CH2:13][CH2:12]2)(C(C)(C)C)(C)C.Cl.[N:31]1([CH2:38][CH2:39][CH2:40][C:41]2[CH:49]=[CH:48][C:44]([C:45](O)=O)=[CH:43][CH:42]=2)[CH2:37][CH2:36][CH2:35][CH2:34][CH2:33][CH2:32]1.[N:50]1(CCCC2C=C[C:52]([CH2:51][NH:50][CH2:56][CH2:55]C3C=C(OC)C=CC=3C3CCC4C(=CC=C(O[Si](C(C)(C)C)(C)C)C=4)C3)=CC=2)[CH2:56][CH2:55]CC[CH2:52][CH2:51]1, predict the reaction product. (6) Given the reactants [C@@H:1]1([N:10]2[C:14]3[N:15]=[N:16][NH:17][C:18](=[O:19])[C:13]=3[N:12]=[CH:11]2)[O:7][C@H:6]([CH2:8][OH:9])[C@@H:4]([OH:5])[C@H:2]1[OH:3], predict the reaction product. The product is: [C:2]([O:3][C@@H:2]1[C@H:4]([O:5][C:4](=[O:5])[CH3:6])[C@@H:6]([CH2:8][O:9][C:18](=[O:19])[CH3:13])[O:7][C@H:1]1[N:10]1[C:14]2[N:15]=[N:16][NH:17][C:18](=[O:19])[C:13]=2[N:12]=[CH:11]1)(=[O:3])[CH3:1]. (7) Given the reactants [C:1](#[N:8])[C:2]1[CH:7]=[CH:6][CH:5]=[CH:4][CH:3]=1.[N:9]#N.[CH3:11][CH2:12]O.CCOC(C)=O, predict the reaction product. The product is: [NH2:9][CH2:12][CH2:11][C:5]1[CH:6]=[CH:7][C:2]([C:1]#[N:8])=[CH:3][CH:4]=1. (8) Given the reactants [N+:1]([O-:4])(O)=[O:2].S(=O)(=O)(O)O.[CH3:10][C:11]1[CH:16]=[C:15]([OH:17])[CH:14]=[CH:13][N:12]=1.C(=O)([O-])[O-].[Na+].[Na+], predict the reaction product. The product is: [CH3:10][C:11]1[C:16]([N+:1]([O-:4])=[O:2])=[C:15]([OH:17])[CH:14]=[CH:13][N:12]=1. (9) The product is: [C:5]([C:4]1[CH:3]=[C:2]([C:16]2([OH:15])[CH2:17][CH2:18][N:19]([C:22]([O:24][C:25]([CH3:27])([CH3:26])[CH3:28])=[O:23])[CH2:20][CH2:21]2)[CH:9]=[CH:8][CH:7]=1)#[N:6]. Given the reactants Br[C:2]1[CH:3]=[C:4]([CH:7]=[CH:8][CH:9]=1)[C:5]#[N:6].[Li]CCCC.[O:15]=[C:16]1[CH2:21][CH2:20][N:19]([C:22]([O:24][C:25]([CH3:28])([CH3:27])[CH3:26])=[O:23])[CH2:18][CH2:17]1, predict the reaction product. (10) Given the reactants [C:1]([O:5][C:6](=[O:21])[CH2:7][O:8][C:9]1[C:14]2[CH2:15][CH2:16][CH2:17][CH2:18][CH:19]([NH2:20])[C:13]=2[CH:12]=[CH:11][CH:10]=1)([CH3:4])([CH3:3])[CH3:2].[F:22][C:23]1[CH:24]=[C:25]([S:33](Cl)(=[O:35])=[O:34])[CH:26]=[C:27]([C:29]([F:32])([F:31])[F:30])[CH:28]=1.C(N(C(C)C)CC)(C)C, predict the reaction product. The product is: [C:1]([O:5][C:6](=[O:21])[CH2:7][O:8][C:9]1[C:14]2[CH2:15][CH2:16][CH2:17][CH2:18][CH:19]([NH:20][S:33]([C:25]3[CH:26]=[C:27]([C:29]([F:30])([F:31])[F:32])[CH:28]=[C:23]([F:22])[CH:24]=3)(=[O:35])=[O:34])[C:13]=2[CH:12]=[CH:11][CH:10]=1)([CH3:4])([CH3:2])[CH3:3].